Dataset: Forward reaction prediction with 1.9M reactions from USPTO patents (1976-2016). Task: Predict the product of the given reaction. (1) Given the reactants [C:1]([O:7][CH2:8][CH3:9])(=[O:6])[CH2:2][C:3]([CH3:5])=[O:4].[H-].[Na+].Br[CH2:13][C:14]1[CH:19]=[CH:18][CH:17]=[C:16]([N+:20]([O-:22])=[O:21])[C:15]=1[F:23].Cl, predict the reaction product. The product is: [CH2:8]([O:7][C:1](=[O:6])[CH:2]([CH2:13][C:14]1[CH:19]=[CH:18][CH:17]=[C:16]([N+:20]([O-:22])=[O:21])[C:15]=1[F:23])[C:3](=[O:4])[CH3:5])[CH3:9]. (2) Given the reactants [Cl:1][C:2]1[CH:3]=[C:4]([C@@H:8]2[C@@H:13]([C:14]3[CH:19]=[CH:18][C:17]([Cl:20])=[CH:16][CH:15]=3)[N:12]([C@@H:21]([CH2:24][CH3:25])[CH2:22][OH:23])[C:11](=[O:26])[C@:10]([CH2:28][C:29]([O:31][CH3:32])=[O:30])([CH3:27])[CH2:9]2)[CH:5]=[CH:6][CH:7]=1.CC(OI1(OC(C)=O)(OC(C)=O)OC(=O)C2C=CC=CC1=2)=O.[O-]S([O-])(=S)=O.[Na+].[Na+], predict the reaction product. The product is: [Cl:1][C:2]1[CH:3]=[C:4]([C@@H:8]2[C@@H:13]([C:14]3[CH:19]=[CH:18][C:17]([Cl:20])=[CH:16][CH:15]=3)[N:12]([C@@H:21]([CH2:24][CH3:25])[CH:22]=[O:23])[C:11](=[O:26])[C@:10]([CH2:28][C:29]([O:31][CH3:32])=[O:30])([CH3:27])[CH2:9]2)[CH:5]=[CH:6][CH:7]=1. (3) Given the reactants [Cl:1][C:2]1[CH:7]=[CH:6][C:5]([C@H:8]2[CH2:17][CH2:16][N:15]3[C:10]([NH:11][N:12]=[C:13]([CH2:19][NH:20][C:21]([C:23]4([CH3:29])[S:28][CH2:27][CH2:26][CH2:25][S:24]4)=O)[C:14]3=[O:18])=[N:9]2)=[CH:4][CH:3]=1, predict the reaction product. The product is: [Cl:1][C:2]1[CH:7]=[CH:6][C:5]([C@H:8]2[CH2:17][CH2:16][N:15]3[C:10](=[N:11][N:12]4[C:21]([C:23]5([CH3:29])[S:28][CH2:27][CH2:26][CH2:25][S:24]5)=[N:20][CH:19]=[C:13]4[C:14]3=[O:18])[NH:9]2)=[CH:4][CH:3]=1. (4) Given the reactants [Br:1][C:2]1[C:3]2[O:12][C:11]([CH:13]=O)=[CH:10][C:4]=2[C:5](=[O:9])[N:6]([CH3:8])[CH:7]=1.[CH2:15]1[CH2:21][O:20][CH2:19][CH2:18][NH:17][CH2:16]1.Cl.C(O)(=O)C, predict the reaction product. The product is: [O:20]1[CH2:21][CH2:15][CH2:16][N:17]([CH2:13][C:11]2[O:12][C:3]3[C:2]([Br:1])=[CH:7][N:6]([CH3:8])[C:5](=[O:9])[C:4]=3[CH:10]=2)[CH2:18][CH2:19]1. (5) Given the reactants [N:1]([C:4]1[CH:5]=[CH:6][C:7]([CH3:23])=[C:8]([C:10]2[C:11](=[O:22])[N:12]([CH3:21])[C:13]3[C:18]([CH:19]=2)=[CH:17][N:16]=[C:15]([CH3:20])[CH:14]=3)[CH:9]=1)=[C:2]=[S:3].[C:24]([NH:32][NH2:33])(=[O:31])[C:25]1[CH:30]=[CH:29][CH:28]=[CH:27][CH:26]=1, predict the reaction product. The product is: [C:24]([NH:32][NH:33][C:2](=[S:3])[NH:1][C:4]1[CH:5]=[CH:6][C:7]([CH3:23])=[C:8]([C:10]2[C:11](=[O:22])[N:12]([CH3:21])[C:13]3[C:18]([CH:19]=2)=[CH:17][N:16]=[C:15]([CH3:20])[CH:14]=3)[CH:9]=1)(=[O:31])[C:25]1[CH:30]=[CH:29][CH:28]=[CH:27][CH:26]=1. (6) Given the reactants [CH2:1]([O:3][C:4](=[O:16])[CH2:5][N:6]1[CH2:12][C:11]([CH3:13])=[CH:10][CH2:9][CH:8]([NH2:14])[C:7]1=[O:15])[CH3:2].C(Cl)Cl.[C:20]1([C:30](O)=[O:31])[C:29]2[C:24](=[CH:25][CH:26]=[CH:27][CH:28]=2)[CH:23]=[CH:22][N:21]=1.ON1C2C=CC=CC=2N=N1, predict the reaction product. The product is: [CH2:1]([O:3][C:4](=[O:16])[CH2:5][N:6]1[CH2:12][C:11]([CH3:13])=[CH:10][CH2:9][CH:8]([NH:14][C:30]([C:20]2[C:29]3[C:24](=[CH:25][CH:26]=[CH:27][CH:28]=3)[CH:23]=[CH:22][N:21]=2)=[O:31])[C:7]1=[O:15])[CH3:2].